From a dataset of Full USPTO retrosynthesis dataset with 1.9M reactions from patents (1976-2016). Predict the reactants needed to synthesize the given product. (1) Given the product [NH2:39][C:40]([CH3:45])([CH3:44])[C:41]([N:29]1[CH2:30][CH2:31][N:26]([CH2:25][C:4]2[S:5][C:6]3[C:11]([N:12]4[CH2:13][CH2:14][O:15][CH2:16][CH2:17]4)=[N:10][C:9]([C:18]4[CH:19]=[N:20][C:21]([NH2:24])=[N:22][CH:23]=4)=[N:8][C:7]=3[C:3]=2[CH3:2])[CH2:27][CH2:28]1)=[O:42], predict the reactants needed to synthesize it. The reactants are: Cl.[CH3:2][C:3]1[C:7]2[N:8]=[C:9]([C:18]3[CH:19]=[N:20][C:21]([NH2:24])=[N:22][CH:23]=3)[N:10]=[C:11]([N:12]3[CH2:17][CH2:16][O:15][CH2:14][CH2:13]3)[C:6]=2[S:5][C:4]=1[CH2:25][N:26]1[CH2:31][CH2:30][NH:29][CH2:28][CH2:27]1.C(OC([NH:39][C:40]([CH3:45])([CH3:44])[C:41](O)=[O:42])=O)(C)(C)C.C(O)(C(F)(F)F)=O. (2) Given the product [F:28][C:10]([F:9])([F:27])[C:11]1[N:12]=[C:13]2[CH:18]=[CH:17][CH:16]=[C:15]([CH:19]3[CH2:4][CH:20]3[C:21]([O:23][CH2:24][CH3:25])=[O:22])[N:14]2[CH:26]=1, predict the reactants needed to synthesize it. The reactants are: [H-].[Na+].[I-].[CH3:4][S+](C)(C)=O.[F:9][C:10]([F:28])([F:27])[C:11]1[N:12]=[C:13]2[CH:18]=[CH:17][CH:16]=[C:15](/[CH:19]=[CH:20]/[C:21]([O:23][CH2:24][CH3:25])=[O:22])[N:14]2[CH:26]=1.O.